The task is: Predict the product of the given reaction.. This data is from Forward reaction prediction with 1.9M reactions from USPTO patents (1976-2016). (1) Given the reactants [NH2:1][C@@H:2]1[CH2:7][CH2:6][C@H:5]([C:8]([OH:10])=[O:9])[CH2:4][CH2:3]1.[OH-].[Na+].[C:13](O[C:13]([O:15][C:16]([CH3:19])([CH3:18])[CH3:17])=[O:14])([O:15][C:16]([CH3:19])([CH3:18])[CH3:17])=[O:14].S([O-])(O)(=O)=O.[K+], predict the reaction product. The product is: [CH3:17][C:16]([O:15][C:13]([NH:1][C@@H:2]1[CH2:7][CH2:6][C@H:5]([C:8]([OH:10])=[O:9])[CH2:4][CH2:3]1)=[O:14])([CH3:19])[CH3:18]. (2) Given the reactants [NH2:1][C:2]1[CH:3]=[CH:4][C:5]([O:19][CH:20]2[CH2:25][CH2:24][O:23][CH2:22][CH2:21]2)=[C:6]([C:8]2[C:9]3[CH:18]=[CH:17][NH:16][C:10]=3[C:11](=[O:15])[N:12]([CH3:14])[CH:13]=2)[CH:7]=1.[F:26][C:27]([F:34])([F:33])[CH2:28][S:29](Cl)(=[O:31])=[O:30].C(N(CC)CC)C, predict the reaction product. The product is: [F:26][C:27]([F:34])([F:33])[CH2:28][S:29]([NH:1][C:2]1[CH:3]=[CH:4][C:5]([O:19][CH:20]2[CH2:25][CH2:24][O:23][CH2:22][CH2:21]2)=[C:6]([C:8]2[C:9]3[CH:18]=[CH:17][NH:16][C:10]=3[C:11](=[O:15])[N:12]([CH3:14])[CH:13]=2)[CH:7]=1)(=[O:31])=[O:30]. (3) The product is: [CH:16]1[C:11](/[CH:12]=[CH:13]/[CH:14]=[O:15])=[CH:10][C:9]([OH:8])=[C:18]([OH:19])[CH:17]=1. Given the reactants [Si]([O:8][C:9]1[CH:10]=[C:11]([CH:16]=[CH:17][C:18]=1[O:19][Si](C(C)(C)C)(C)C)[CH:12]=[CH:13][CH2:14][OH:15])(C(C)(C)C)(C)C.Cl, predict the reaction product.